From a dataset of Catalyst prediction with 721,799 reactions and 888 catalyst types from USPTO. Predict which catalyst facilitates the given reaction. (1) Reactant: C(N(CC)CC)C.[NH2:8][C@@H:9]1[CH2:15][CH2:14][C@@H:13]([C:16]2[CH:21]=[CH:20][CH:19]=[C:18]([F:22])[C:17]=2[F:23])[CH2:12][N:11]([CH2:24][CH2:25][O:26][CH3:27])[C:10]1=[O:28].Cl[C:30](OC1C=CC([N+]([O-])=O)=CC=1)=[O:31].Cl.Cl.[O:44]=[C:45]1[NH:53][C:48]2=[N:49][CH:50]=[CH:51][CH:52]=[C:47]2[N:46]1[CH:54]1[CH2:59][CH2:58][NH:57][CH2:56][CH2:55]1. Product: [F:23][C:17]1[C:18]([F:22])=[CH:19][CH:20]=[CH:21][C:16]=1[C@H:13]1[CH2:12][N:11]([CH2:24][CH2:25][O:26][CH3:27])[C:10](=[O:28])[C@H:9]([NH:8][C:30]([N:57]2[CH2:58][CH2:59][CH:54]([N:46]3[C:47]4[C:48](=[N:49][CH:50]=[CH:51][CH:52]=4)[NH:53][C:45]3=[O:44])[CH2:55][CH2:56]2)=[O:31])[CH2:15][CH2:14]1. The catalyst class is: 217. (2) Reactant: C([N-]C(C)C)(C)C.[Li+].C([Li])CCC.C(NC(C)C)(C)C.Cl.[Cl:22][C:23]1[CH:24]=[N:25][CH:26]=[C:27]([Cl:29])[CH:28]=1.CN(C)[CH:32]=[O:33]. Product: [Cl:22][C:23]1[CH:24]=[N:25][CH:26]=[C:27]([Cl:29])[C:28]=1[CH:32]=[O:33]. The catalyst class is: 30. (3) Reactant: [CH:1]1[C:10]2[C:5](=[CH:6][CH:7]=[CH:8][CH:9]=2)[CH:4]=[N:3][N:2]=1.[N+:11]([O-])([O-:13])=[O:12].[K+].O.[OH-].[Na+]. Product: [N+:11]([C:9]1[CH:8]=[CH:7][CH:6]=[C:5]2[C:10]=1[CH:1]=[N:2][N:3]=[CH:4]2)([O-:13])=[O:12]. The catalyst class is: 65. (4) Reactant: [NH2:1][C:2]1[C:3]([NH:13][C@H:14]2[C@@H:18]3[O:19][C:20]([CH3:23])([CH3:22])[O:21][C@@H:17]3[C@@H:16]([O:24][CH2:25][C:26]([OH:28])=[O:27])[CH2:15]2)=[N:4][C:5]([S:9][CH2:10][CH2:11][CH3:12])=[N:6][C:7]=1[Cl:8].C(O[N:35]=O)CC(C)C. Product: [Cl:8][C:7]1[C:2]2[N:1]=[N:35][N:13]([C@H:14]3[C@@H:18]4[O:19][C:20]([CH3:22])([CH3:23])[O:21][C@@H:17]4[C@@H:16]([O:24][CH2:25][C:26]([OH:28])=[O:27])[CH2:15]3)[C:3]=2[N:4]=[C:5]([S:9][CH2:10][CH2:11][CH3:12])[N:6]=1. The catalyst class is: 10. (5) Reactant: [Cl:1][C:2]1[N:7]=[C:6](Cl)[C:5]([Cl:9])=[CH:4][N:3]=1.[NH2:10][C:11]1[CH:21]=[CH:20][CH:19]=[CH:18][C:12]=1[C:13]([O:15][CH2:16][CH3:17])=[O:14].C(N(C(C)C)CC)(C)C. Product: [Cl:1][C:2]1[N:7]=[C:6]([NH:10][C:11]2[CH:21]=[CH:20][CH:19]=[CH:18][C:12]=2[C:13]([O:15][CH2:16][CH3:17])=[O:14])[C:5]([Cl:9])=[CH:4][N:3]=1. The catalyst class is: 8.